From a dataset of Peptide-MHC class II binding affinity with 134,281 pairs from IEDB. Regression. Given a peptide amino acid sequence and an MHC pseudo amino acid sequence, predict their binding affinity value. This is MHC class II binding data. (1) The peptide sequence is ERKLHQQGRCRTCVY. The MHC is DRB3_0101 with pseudo-sequence DRB3_0101. The binding affinity (normalized) is 0. (2) The peptide sequence is SEAQKAAKPAAAATA. The MHC is HLA-DQA10102-DQB10502 with pseudo-sequence HLA-DQA10102-DQB10502. The binding affinity (normalized) is 0.0208. (3) The peptide sequence is GELQPVDKIDAAFKI. The MHC is DRB3_0101 with pseudo-sequence DRB3_0101. The binding affinity (normalized) is 0.738. (4) The peptide sequence is AAGAQLLWQLPLLSI. The MHC is HLA-DQA10501-DQB10301 with pseudo-sequence HLA-DQA10501-DQB10301. The binding affinity (normalized) is 0.232. (5) The peptide sequence is AAAGLAAAAPLESRQ. The MHC is DRB1_0405 with pseudo-sequence DRB1_0405. The binding affinity (normalized) is 0.461.